This data is from Reaction yield outcomes from USPTO patents with 853,638 reactions. The task is: Predict the reaction yield, written as a fraction of the theoretical maximum amount of product (1.0 means a 100% yield; for example, 0.34 means a 34% yield). (1) The reactants are [CH3:1][O:2][C:3]1[CH:8]=[CH:7][C:6]([CH:9]([CH3:12])[CH2:10][NH2:11])=[CH:5][CH:4]=1.[Cl:13][C:14]1[C:21]([C:22]([F:25])([F:24])[F:23])=[CH:20][CH:19]=[CH:18][C:15]=1[CH:16]=O.O.C1(C)C=CC(S(O)(=O)=O)=CC=1. The catalyst is CO.CCOCC. The product is [Cl:13][C:14]1[C:21]([C:22]([F:23])([F:24])[F:25])=[CH:20][CH:19]=[CH:18][C:15]=1[CH2:16][NH:11][CH2:10][CH:9]([C:6]1[CH:7]=[CH:8][C:3]([O:2][CH3:1])=[CH:4][CH:5]=1)[CH3:12]. The yield is 0.770. (2) The reactants are [NH:1]1[CH:5]=[CH:4][N:3]=[CH:2]1.[H-].[Na+].Cl[CH:9]1[CH2:14][CH2:13][CH2:12][CH2:11][O:10]1.Cl.O1C=CCCC1. The catalyst is C1COCC1.CO. The product is [O:10]1[CH2:11][CH2:12][CH2:13][CH2:14][CH:9]1[N:1]1[CH:5]=[CH:4][N:3]=[CH:2]1. The yield is 0.760. (3) The reactants are [NH2:1][CH2:2][C:3]([CH3:8])([CH3:7])[C:4]([OH:6])=[O:5].[CH3:9][C:10]([O:13][C:14](O[C:14]([O:13][C:10]([CH3:12])([CH3:11])[CH3:9])=[O:15])=[O:15])([CH3:12])[CH3:11].CCN(C(C)C)C(C)C. The catalyst is CN(C=O)C. The product is [C:10]([O:13][C:14]([NH:1][CH2:2][C:3]([CH3:8])([CH3:7])[C:4]([OH:6])=[O:5])=[O:15])([CH3:12])([CH3:11])[CH3:9]. The yield is 0.910. (4) The yield is 0.640. The reactants are [CH:1]1([N:7]2[CH2:11][CH2:10][NH:9][C:8]2=[O:12])[CH2:6][CH2:5][CH2:4][CH2:3][CH2:2]1.N1C=CC=CC=1.[C:19](Cl)(Cl)=[O:20].[CH3:23][N:24]1[CH:28]=[C:27]([C:29]2[CH:34]=[C:33]([O:35][C:36]3[CH:37]=[CH:38][C:39]([NH2:42])=[N:40][CH:41]=3)[CH:32]=[CH:31][N:30]=2)[CH:26]=[N:25]1. The catalyst is C(Cl)Cl.O. The product is [CH:1]1([N:7]2[CH2:11][CH2:10][N:9]([C:19]([NH:42][C:39]3[CH:38]=[CH:37][C:36]([O:35][C:33]4[CH:32]=[CH:31][N:30]=[C:29]([C:27]5[CH:26]=[N:25][N:24]([CH3:23])[CH:28]=5)[CH:34]=4)=[CH:41][N:40]=3)=[O:20])[C:8]2=[O:12])[CH2:2][CH2:3][CH2:4][CH2:5][CH2:6]1. (5) The reactants are [NH2:1][C:2]1[C:3]([C:17]([O-:19])=[O:18])=[N:4][C:5]([C:9]2[C:14]([F:15])=[CH:13][CH:12]=[CH:11][C:10]=2[F:16])=[C:6]([F:8])[CH:7]=1.[Li+].[OH-]. No catalyst specified. The product is [NH2:1][C:2]1[C:3]([C:17]([OH:19])=[O:18])=[N:4][C:5]([C:9]2[C:14]([F:15])=[CH:13][CH:12]=[CH:11][C:10]=2[F:16])=[C:6]([F:8])[CH:7]=1. The yield is 0.790. (6) The reactants are [Cl-].O[NH3+:3].[C:4](=[O:7])([O-])[OH:5].[Na+].CS(C)=O.[O:13]=[C:14]1[C:19]([CH2:20][C:21]2[CH:26]=[CH:25][C:24]([C:27]3[C:28]([C:33]#[N:34])=[CH:29][CH:30]=[CH:31][CH:32]=3)=[CH:23][CH:22]=2)=[C:18]([CH2:35][CH2:36][CH3:37])[N:17]2[N:38]=[CH:39][N:40]=[C:16]2[N:15]1[CH:41]1[CH2:46][CH2:45][O:44][CH2:43][CH2:42]1. The catalyst is C(OCC)(=O)C. The product is [O:7]=[C:4]1[O:5][N:3]=[C:33]([C:28]2[CH:29]=[CH:30][CH:31]=[CH:32][C:27]=2[C:24]2[CH:23]=[CH:22][C:21]([CH2:20][C:19]3[C:14](=[O:13])[N:15]([CH:41]4[CH2:42][CH2:43][O:44][CH2:45][CH2:46]4)[C:16]4[N:17]([N:38]=[CH:39][N:40]=4)[C:18]=3[CH2:35][CH2:36][CH3:37])=[CH:26][CH:25]=2)[NH:34]1. The yield is 0.560.